This data is from Catalyst prediction with 721,799 reactions and 888 catalyst types from USPTO. The task is: Predict which catalyst facilitates the given reaction. Reactant: [Cl:1][C:2]1[CH:3]=[C:4]([NH:17][C:18]2[C:19]3[N:26]=[C:25]([C:27]4[CH:40]=[CH:39][C:30]([CH2:31][NH:32][CH2:33][CH2:34][NH:35][C:36](=[O:38])[CH3:37])=[CH:29][CH:28]=4)[S:24][C:20]=3[N:21]=[CH:22][N:23]=2)[CH:5]=[CH:6][C:7]=1[O:8][CH2:9][C:10]1[CH:15]=[CH:14][CH:13]=[C:12]([F:16])[CH:11]=1.[C:41](=O)([O-])[O-].[K+].[K+].IC.[Cl-].[NH4+]. Product: [Cl:1][C:2]1[CH:3]=[C:4]([NH:17][C:18]2[C:19]3[N:26]=[C:25]([C:27]4[CH:28]=[CH:29][C:30]([CH2:31][N:32]([CH3:41])[CH2:33][CH2:34][NH:35][C:36](=[O:38])[CH3:37])=[CH:39][CH:40]=4)[S:24][C:20]=3[N:21]=[CH:22][N:23]=2)[CH:5]=[CH:6][C:7]=1[O:8][CH2:9][C:10]1[CH:15]=[CH:14][CH:13]=[C:12]([F:16])[CH:11]=1. The catalyst class is: 9.